From a dataset of Forward reaction prediction with 1.9M reactions from USPTO patents (1976-2016). Predict the product of the given reaction. (1) Given the reactants [F:1][CH:2]([F:37])[C:3]1[N:7]([C:8]2[N:13]=[C:12]([N:14]3[CH2:19][CH2:18][O:17][CH2:16][CH2:15]3)[N:11]=[C:10]([N:20]3[CH2:25][CH2:24][CH:23]([NH:26][S:27]([CH3:30])(=[O:29])=[O:28])[CH2:22][CH2:21]3)[N:9]=2)[C:6]2[CH:31]=[CH:32][CH:33]=[C:34]([O:35][CH3:36])[C:5]=2[N:4]=1.C([O-])([O-])=O.[K+].[K+].Br[CH2:45][CH2:46][CH2:47][OH:48], predict the reaction product. The product is: [F:37][CH:2]([F:1])[C:3]1[N:7]([C:8]2[N:13]=[C:12]([N:14]3[CH2:15][CH2:16][O:17][CH2:18][CH2:19]3)[N:11]=[C:10]([N:20]3[CH2:21][CH2:22][CH:23]([N:26]([CH2:45][CH2:46][CH2:47][OH:48])[S:27]([CH3:30])(=[O:29])=[O:28])[CH2:24][CH2:25]3)[N:9]=2)[C:6]2[CH:31]=[CH:32][CH:33]=[C:34]([O:35][CH3:36])[C:5]=2[N:4]=1. (2) Given the reactants [CH2:1]1[C:10]2[C:5](=[CH:6][CH:7]=[CH:8][CH:9]=2)[CH2:4][CH2:3][N:2]1[C:11]1[C:20]2[C:15](=[CH:16][CH:17]=[C:18]([C:21]3[CH:22]=[C:23]4[N:29]=[C:28]([CH3:30])[N:27](COCC[Si](C)(C)C)[C:24]4=[N:25][CH:26]=3)[CH:19]=2)[N:14]=[CH:13][N:12]=1.FC(F)(F)C(O)=O, predict the reaction product. The product is: [CH2:1]1[C:10]2[C:5](=[CH:6][CH:7]=[CH:8][CH:9]=2)[CH2:4][CH2:3][N:2]1[C:11]1[C:20]2[C:15](=[CH:16][CH:17]=[C:18]([C:21]3[CH:22]=[C:23]4[N:29]=[C:28]([CH3:30])[NH:27][C:24]4=[N:25][CH:26]=3)[CH:19]=2)[N:14]=[CH:13][N:12]=1. (3) Given the reactants O=P(Cl)(Cl)[Cl:3].[O:6]1[CH2:10][CH2:9][O:8][C:7]21[CH2:15][CH2:14][C:13]1[C:16]3[C:21](=O)[NH:20][CH:19]=[N:18][C:17]=3[S:23][C:12]=1[CH2:11]2, predict the reaction product. The product is: [Cl:3][C:21]1[C:16]2[C:13]3[CH2:14][CH2:15][C:7]4([CH2:11][C:12]=3[S:23][C:17]=2[N:18]=[CH:19][N:20]=1)[O:8][CH2:9][CH2:10][O:6]4. (4) Given the reactants C(OC([NH:8][CH2:9][C:10]([NH:12][CH2:13][CH2:14][C:15]([O:17][C@@H:18]([CH2:37][O:38][C:39]1[CH:44]=[CH:43][C:42]([C:45]2[C:50]([C:51]#[N:52])=[C:49]([S:53][CH2:54][C:55]3[N:56]=[C:57]([C:60]4[CH:65]=[CH:64][C:63]([Cl:66])=[CH:62][CH:61]=4)[O:58][CH:59]=3)[N:48]=[C:47]([NH2:67])[C:46]=2[C:68]#[N:69])=[CH:41][CH:40]=1)[CH2:19][O:20][C:21](=[O:36])[CH2:22][CH2:23][NH:24][C:25](=[O:35])[CH2:26][NH:27]C(=O)OC(C)(C)C)=[O:16])=[O:11])=O)(C)(C)C.[F:70][C:71]([F:76])([F:75])[C:72]([OH:74])=[O:73], predict the reaction product. The product is: [F:70][C:71]([F:76])([F:75])[C:72]([OH:74])=[O:73].[F:70][C:71]([F:76])([F:75])[C:72]([OH:74])=[O:73].[NH2:27][CH2:26][C:25]([NH:24][CH2:23][CH2:22][C:21]([O:20][CH2:19][C@@H:18]([O:17][C:15](=[O:16])[CH2:14][CH2:13][NH:12][C:10](=[O:11])[CH2:9][NH2:8])[CH2:37][O:38][C:39]1[CH:44]=[CH:43][C:42]([C:45]2[C:50]([C:51]#[N:52])=[C:49]([S:53][CH2:54][C:55]3[N:56]=[C:57]([C:60]4[CH:61]=[CH:62][C:63]([Cl:66])=[CH:64][CH:65]=4)[O:58][CH:59]=3)[N:48]=[C:47]([NH2:67])[C:46]=2[C:68]#[N:69])=[CH:41][CH:40]=1)=[O:36])=[O:35]. (5) Given the reactants [F:1][C:2]([F:47])([F:46])[C:3]1[CH:4]=[C:5]([CH:39]=[C:40]([C:42]([F:45])([F:44])[F:43])[CH:41]=1)[CH2:6][N:7]([CH2:14][C:15]1[C:16]([CH2:25][CH2:26][NH:27][CH2:28][C@H:29]2[CH2:34][CH2:33][C@H:32](CC(O)=O)[CH2:31][CH2:30]2)=[N:17][CH:18]=[C:19]([C:21]([F:24])([F:23])[F:22])[CH:20]=1)[C:8]1[N:9]=[N:10][N:11]([CH3:13])[N:12]=1.[C:48](Cl)(=[O:52])[C:49](Cl)=O.C[N:55](C=O)C, predict the reaction product. The product is: [F:1][C:2]([F:47])([F:46])[C:3]1[CH:4]=[C:5]([CH:39]=[C:40]([C:42]([F:45])([F:44])[F:43])[CH:41]=1)[CH2:6][N:7]([CH2:14][C:15]1[C:16]([CH2:25][CH2:26][NH:27][CH2:28][C@H:29]2[CH2:34][CH2:33][C@H:32]([CH2:49][C:48]([NH2:55])=[O:52])[CH2:31][CH2:30]2)=[N:17][CH:18]=[C:19]([C:21]([F:24])([F:23])[F:22])[CH:20]=1)[C:8]1[N:9]=[N:10][N:11]([CH3:13])[N:12]=1. (6) Given the reactants [F:1][C:2]1([F:29])[CH2:7][CH2:6][N:5]([C:8]([C:10]2[NH:11][C:12]3[C:17]([CH:18]=2)=[CH:16][C:15]([C:19]([N:21]2[CH2:25][CH2:24][CH:23]([N:26]([CH3:28])[CH3:27])[CH2:22]2)=[O:20])=[CH:14][CH:13]=3)=[O:9])[CH2:4][CH2:3]1.[H-].[Na+].Br[CH:33]([CH3:35])[CH3:34], predict the reaction product. The product is: [F:29][C:2]1([F:1])[CH2:7][CH2:6][N:5]([C:8]([C:10]2[N:11]([CH:33]([CH3:35])[CH3:34])[C:12]3[C:17]([CH:18]=2)=[CH:16][C:15]([C:19]([N:21]2[CH2:25][CH2:24][CH:23]([N:26]([CH3:27])[CH3:28])[CH2:22]2)=[O:20])=[CH:14][CH:13]=3)=[O:9])[CH2:4][CH2:3]1. (7) Given the reactants [C:1]([O:5][C:6](=[O:25])[N:7]([CH2:9][C:10]1[CH:14]=[C:13](Br)[N:12]([S:16]([C:19]2[CH:20]=[N:21][CH:22]=[CH:23][CH:24]=2)(=[O:18])=[O:17])[CH:11]=1)[CH3:8])([CH3:4])([CH3:3])[CH3:2].[C:26]([C:29]1[C:30]([F:38])=[C:31](B(O)O)[CH:32]=[CH:33][CH:34]=1)(=[O:28])[CH3:27].C(=O)([O-])[O-].[Na+].[Na+], predict the reaction product. The product is: [C:1]([O:5][C:6](=[O:25])[N:7]([CH2:9][C:10]1[CH:14]=[C:13]([C:31]2[CH:32]=[CH:33][CH:34]=[C:29]([C:26](=[O:28])[CH3:27])[C:30]=2[F:38])[N:12]([S:16]([C:19]2[CH:20]=[N:21][CH:22]=[CH:23][CH:24]=2)(=[O:18])=[O:17])[CH:11]=1)[CH3:8])([CH3:4])([CH3:3])[CH3:2].